This data is from CYP2C19 inhibition data for predicting drug metabolism from PubChem BioAssay. The task is: Regression/Classification. Given a drug SMILES string, predict its absorption, distribution, metabolism, or excretion properties. Task type varies by dataset: regression for continuous measurements (e.g., permeability, clearance, half-life) or binary classification for categorical outcomes (e.g., BBB penetration, CYP inhibition). Dataset: cyp2c19_veith. The drug is COc1ccc(C(=O)N2CCC3(CCN(Cc4ccccc4)CC3)CC2)cc1. The result is 0 (non-inhibitor).